From a dataset of Full USPTO retrosynthesis dataset with 1.9M reactions from patents (1976-2016). Predict the reactants needed to synthesize the given product. (1) The reactants are: [CH2:1]([O:3][C@H:4]1[CH2:14][C@@H:13]([C:15]2[CH:20]=[CH:19][C:18]([F:21])=[CH:17][CH:16]=2)[O:12][C:6]2([CH2:11][CH2:10][NH:9][CH2:8][CH2:7]2)[CH2:5]1)[CH3:2].[F:22][C:23]1[CH:24]=[C:25]([CH:29]=[CH:30][C:31]=1[C:32]([OH:35])([CH3:34])[CH3:33])[C:26](O)=[O:27].CCN=C=NCCCN(C)C.C(N(C(C)C)CC)(C)C. Given the product [CH2:1]([O:3][C@H:4]1[CH2:14][C@@H:13]([C:15]2[CH:20]=[CH:19][C:18]([F:21])=[CH:17][CH:16]=2)[O:12][C:6]2([CH2:7][CH2:8][N:9]([C:26]([C:25]3[CH:29]=[CH:30][C:31]([C:32]([OH:35])([CH3:34])[CH3:33])=[C:23]([F:22])[CH:24]=3)=[O:27])[CH2:10][CH2:11]2)[CH2:5]1)[CH3:2], predict the reactants needed to synthesize it. (2) Given the product [F:20][C:2]([F:1])([F:19])[C:3]1[N:8]=[C:7]([N:9]2[CH:13]=[C:12]([C:14]([OH:16])=[O:15])[CH:11]=[N:10]2)[CH:6]=[N:5][CH:4]=1, predict the reactants needed to synthesize it. The reactants are: [F:1][C:2]([F:20])([F:19])[C:3]1[N:8]=[C:7]([N:9]2[CH:13]=[C:12]([C:14]([O:16]CC)=[O:15])[CH:11]=[N:10]2)[CH:6]=[N:5][CH:4]=1.C(=O)([O-])[O-].[K+].[K+]. (3) Given the product [CH2:33]([O:32][CH2:31][C@H:13]([NH:12][C:9](=[O:11])[CH2:8][N:2]1[CH2:3][CH2:4][O:5][CH2:6][CH2:7]1)[C:14]([NH:16][C:17]1[CH:22]=[CH:21][C:20]([O:23][C:24]2[CH:29]=[CH:28][C:27]([F:30])=[CH:26][CH:25]=2)=[CH:19][CH:18]=1)=[O:15])[C:34]1[CH:39]=[CH:38][CH:37]=[CH:36][CH:35]=1, predict the reactants needed to synthesize it. The reactants are: Cl.[N:2]1([CH2:8][C:9]([OH:11])=O)[CH2:7][CH2:6][O:5][CH2:4][CH2:3]1.[NH2:12][C@@H:13]([CH2:31][O:32][CH2:33][C:34]1[CH:39]=[CH:38][CH:37]=[CH:36][CH:35]=1)[C:14]([NH:16][C:17]1[CH:22]=[CH:21][C:20]([O:23][C:24]2[CH:29]=[CH:28][C:27]([F:30])=[CH:26][CH:25]=2)=[CH:19][CH:18]=1)=[O:15]. (4) Given the product [NH3:2].[CH3:4][OH:8].[OH:57][CH2:56][CH2:55][N:52]1[CH2:53][CH2:54][N:49]([CH2:48][CH2:47][NH:46][C:37]([C:36]2[C:35]([O:44][CH3:45])=[CH:34][C:33]([NH:32][C:30](=[O:31])[O:29][C:25]([CH3:26])([CH3:27])[CH3:28])=[CH:41][C:40]=2[O:42][CH3:43])=[O:39])[CH2:50][CH2:51]1, predict the reactants needed to synthesize it. The reactants are: C[N:2]([C:4]([O:8]N1N=NC2C=CC=NC1=2)=[N+](C)C)C.F[P-](F)(F)(F)(F)F.[C:25]([O:29][C:30]([NH:32][C:33]1[CH:41]=[C:40]([O:42][CH3:43])[C:36]([C:37]([OH:39])=O)=[C:35]([O:44][CH3:45])[CH:34]=1)=[O:31])([CH3:28])([CH3:27])[CH3:26].[NH2:46][CH2:47][CH2:48][N:49]1[CH2:54][CH2:53][N:52]([CH2:55][CH2:56][OH:57])[CH2:51][CH2:50]1.CCN(C(C)C)C(C)C. (5) Given the product [NH2:1][C:2]1[CH:10]=[CH:9][C:8]([N+:11]([O-:13])=[O:12])=[CH:7][C:3]=1[C:4]([NH:14][CH2:15][CH:16]1[CH2:18][CH2:17]1)=[O:6], predict the reactants needed to synthesize it. The reactants are: [NH2:1][C:2]1[CH:10]=[CH:9][C:8]([N+:11]([O-:13])=[O:12])=[CH:7][C:3]=1[C:4]([OH:6])=O.[NH2:14][CH2:15][CH:16]1[CH2:18][CH2:17]1.CCN(C(C)C)C(C)C.C(P1(=O)OP(CCC)(=O)OP(CCC)(=O)O1)CC. (6) Given the product [CH2:17]([N:19]1[CH2:23][CH2:22][C@@H:21]([NH:24][CH2:6][CH2:7][C:8]2[CH:13]=[CH:12][CH:11]=[C:10]([F:14])[CH:9]=2)[CH2:20]1)[CH3:18], predict the reactants needed to synthesize it. The reactants are: CS(O[CH2:6][CH2:7][C:8]1[CH:13]=[CH:12][CH:11]=[C:10]([F:14])[CH:9]=1)(=O)=O.Cl.Cl.[CH2:17]([N:19]1[CH2:23][CH2:22][C@@H:21]([NH2:24])[CH2:20]1)[CH3:18].C(=O)([O-])[O-].[K+].[K+].